Dataset: Forward reaction prediction with 1.9M reactions from USPTO patents (1976-2016). Task: Predict the product of the given reaction. (1) Given the reactants Br[CH2:2][C:3](OC(=O)CBr)=[O:4].[NH2:10][C:11]1[CH:12]=[C:13]([CH2:33][N:34]2[CH2:39][CH2:38][O:37][CH2:36][CH2:35]2)[CH:14]=[C:15]2[C:20]=1[N:19]=[CH:18][C:17]([C:21]([NH:23][CH2:24][C:25]1[CH:30]=[CH:29][C:28]([Cl:31])=[CH:27][CH:26]=1)=[O:22])=[C:16]2[OH:32].C(N(CC)CC)C.CO, predict the reaction product. The product is: [Cl:31][C:28]1[CH:29]=[CH:30][C:25]([CH2:24][NH:23][C:21]([C:17]2[C:16](=[O:32])[C:15]3[C:20]4[N:19]([CH:18]=2)[CH2:2][C:3](=[O:4])[NH:10][C:11]=4[CH:12]=[C:13]([CH2:33][N:34]2[CH2:35][CH2:36][O:37][CH2:38][CH2:39]2)[CH:14]=3)=[O:22])=[CH:26][CH:27]=1. (2) Given the reactants COCCCN=C=O.[CH2:9]([C:16]1[NH:24][C:23]2[C:22](=[O:25])[N:21]([CH2:26][CH2:27][CH2:28][O:29][CH3:30])[C:20](=[O:31])[N:19]([CH2:32][CH2:33][C:34]3[CH:39]=[CH:38][C:37]([N+:40]([O-])=O)=[CH:36][CH:35]=3)[C:18]=2[N:17]=1)[C:10]1[CH:15]=[CH:14][CH:13]=[CH:12][CH:11]=1.O.NN.[H][H], predict the reaction product. The product is: [NH2:40][C:37]1[CH:36]=[CH:35][C:34]([CH2:33][CH2:32][N:19]2[C:18]3[N:17]=[C:16]([CH2:9][C:10]4[CH:15]=[CH:14][CH:13]=[CH:12][CH:11]=4)[NH:24][C:23]=3[C:22](=[O:25])[N:21]([CH2:26][CH2:27][CH2:28][O:29][CH3:30])[C:20]2=[O:31])=[CH:39][CH:38]=1.